From a dataset of Forward reaction prediction with 1.9M reactions from USPTO patents (1976-2016). Predict the product of the given reaction. (1) The product is: [CH3:1][C:2]1[N:3]([CH2:15][C:16]2[CH:21]=[CH:20][C:19]([O:22][Si:23]([CH:30]([CH3:32])[CH3:31])([CH:27]([CH3:29])[CH3:28])[CH:24]([CH3:25])[CH3:26])=[C:18]([C:33]([F:36])([F:35])[F:34])[CH:17]=2)[C:4]2[C:9]([CH:10]=1)=[C:8]([NH2:11])[CH:7]=[CH:6][C:5]=2[CH3:14]. Given the reactants [CH3:1][C:2]1[N:3]([CH2:15][C:16]2[CH:21]=[CH:20][C:19]([O:22][Si:23]([CH:30]([CH3:32])[CH3:31])([CH:27]([CH3:29])[CH3:28])[CH:24]([CH3:26])[CH3:25])=[C:18]([C:33]([F:36])([F:35])[F:34])[CH:17]=2)[C:4]2[C:9]([CH:10]=1)=[C:8]([N+:11]([O-])=O)[CH:7]=[CH:6][C:5]=2[CH3:14].[H][H], predict the reaction product. (2) Given the reactants [Cl:1][C:2]1[C:3]([F:45])=[C:4]([C@@H:8]2[C@:12]([C:15]3[CH:20]=[CH:19][C:18]([Cl:21])=[CH:17][C:16]=3[F:22])([C:13]#[N:14])[C@H:11]([CH2:23][C:24]([CH3:27])([CH3:26])[CH3:25])[NH:10][C@H:9]2[C:28]([NH:30][C:31]2[CH:39]=[CH:38][C:34]([C:35]([OH:37])=[O:36])=[CH:33][C:32]=2[O:40][C:41](F)(F)F)=[O:29])[CH:5]=[CH:6][CH:7]=1.[CH2:46]1[CH2:51][CH2:50][CH2:49][CH:48]([CH2:52][CH:53]=O)[CH2:47]1.[CH3:55]C(O)=O, predict the reaction product. The product is: [CH3:55][O:37][C:35](=[O:36])[C:34]1[CH:38]=[CH:39][C:31]([N:30]2[C:28](=[O:29])[C@H:9]3[C@H:8]([C:4]4[CH:5]=[CH:6][CH:7]=[C:2]([Cl:1])[C:3]=4[F:45])[C@:12]([C:15]4[CH:20]=[CH:19][C:18]([Cl:21])=[CH:17][C:16]=4[F:22])([C:13]#[N:14])[C@H:11]([CH2:23][C:24]([CH3:27])([CH3:25])[CH3:26])[N:10]3[C@@H:53]2[CH2:52][CH:48]2[CH2:49][CH2:50][CH2:51][CH2:46][CH2:47]2)=[C:32]([O:40][CH3:41])[CH:33]=1. (3) Given the reactants [CH2:1]([O:3][C:4](=[O:12])[C:5]1[CH:10]=[CH:9][C:8](F)=[CH:7][CH:6]=1)[CH3:2].[CH3:13][C:14]1[C:19]([OH:20])=[CH:18][CH:17]=[CH:16][N:15]=1.C(=O)([O-])[O-].[K+].[K+], predict the reaction product. The product is: [CH2:1]([O:3][C:4](=[O:12])[C:5]1[CH:10]=[CH:9][C:8]([O:20][C:19]2[C:14]([CH3:13])=[N:15][CH:16]=[CH:17][CH:18]=2)=[CH:7][CH:6]=1)[CH3:2]. (4) Given the reactants [Li].[S:2]1[C:6]2=[N:7][CH:8]=[C:9]([C:11]([OH:13])=O)[CH:10]=[C:5]2[CH:4]=[CH:3]1.[O:14]([C:21]1[S:25][C:24]([CH2:26][NH2:27])=[CH:23][CH:22]=1)[C:15]1[CH:20]=[CH:19][CH:18]=[CH:17][CH:16]=1.F[P-](F)(F)(F)(F)F.N1([P+](N(C)C)(N(C)C)N(C)C)C2C=CC=CC=2N=N1.C(N(CC)CC)C, predict the reaction product. The product is: [O:14]([C:21]1[S:25][C:24]([CH2:26][NH:27][C:11]([C:9]2[CH:10]=[C:5]3[CH:4]=[CH:3][S:2][C:6]3=[N:7][CH:8]=2)=[O:13])=[CH:23][CH:22]=1)[C:15]1[CH:16]=[CH:17][CH:18]=[CH:19][CH:20]=1.